Dataset: Full USPTO retrosynthesis dataset with 1.9M reactions from patents (1976-2016). Task: Predict the reactants needed to synthesize the given product. (1) Given the product [OH:31][C:29]([CH3:32])([CH3:30])[CH2:28][N:27]1[CH2:21][C:14]2[C:15](=[CH:20][C:11]([CH2:10][C:9]3[CH:25]=[CH:26][C:6]([N:1]4[CH:5]=[CH:4][CH:3]=[N:2]4)=[CH:7][CH:8]=3)=[C:12]([CH3:24])[C:13]=2[CH3:23])[C:16]1=[O:17], predict the reactants needed to synthesize it. The reactants are: [N:1]1([C:6]2[CH:26]=[CH:25][C:9]([CH2:10][C:11]3[C:12]([CH3:24])=[C:13]([CH3:23])[C:14]([CH:21]=O)=[C:15]([CH:20]=3)[C:16](OC)=[O:17])=[CH:8][CH:7]=2)[CH:5]=[CH:4][CH:3]=[N:2]1.[NH2:27][CH2:28][C:29]([CH3:32])([OH:31])[CH3:30]. (2) The reactants are: [CH3:1][C:2]1[N:3]=[C:4]([NH:7][C:8]2[N:13]=[CH:12][C:11]([S:14]CCC(OC)=O)=[CH:10][C:9]=2[O:21][C:22]2[CH:27]=[CH:26][CH:25]=[CH:24][CH:23]=2)[S:5][CH:6]=1.[Cl:28][C:29]1[CH:34]=[CH:33][N:32]=[C:31]2[CH2:35][N:36](C(OCC)=O)[CH2:37][C:30]=12.CC([O-])(C)C.[K+].[NH4+].[Cl-:50].[OH-].[K+].Cl. Given the product [ClH:28].[ClH:50].[ClH:28].[N:32]1[CH:33]=[CH:34][C:29]([S:14][C:11]2[CH:10]=[C:9]([O:21][C:22]3[CH:23]=[CH:24][CH:25]=[CH:26][CH:27]=3)[C:8]([NH:7][C:4]3[S:5][CH:6]=[C:2]([CH3:1])[N:3]=3)=[N:13][CH:12]=2)=[C:30]2[CH2:37][NH:36][CH2:35][C:31]=12, predict the reactants needed to synthesize it. (3) Given the product [CH3:52][C:51]1[C:46]([C@@H:42]2[CH2:43][CH2:44][CH2:45][C@H:40]([C:35]3[C:34]([CH3:33])=[CH:39][CH:38]=[CH:37][N:36]=3)[N:41]2[CH2:53][CH2:54][CH2:55][CH2:56][NH:57][C:12]([NH:6][C:7]2[NH:8][CH:9]=[CH:10][N:11]=2)=[O:13])=[N:47][CH:48]=[CH:49][CH:50]=1, predict the reactants needed to synthesize it. The reactants are: S(O)(O)(=O)=O.[NH2:6][C:7]1[NH:8][CH:9]=[CH:10][N:11]=1.[C:12](N1C=CN=C1)(N1C=CN=C1)=[O:13].CCN(C(C)C)C(C)C.[CH3:33][C:34]1[C:35]([C@@H:40]2[CH2:45][CH2:44][CH2:43][C@H:42]([C:46]3[C:51]([CH3:52])=[CH:50][CH:49]=[CH:48][N:47]=3)[N:41]2[CH2:53][CH2:54][CH2:55][CH2:56][NH2:57])=[N:36][CH:37]=[CH:38][CH:39]=1.C([O-])(O)=O.[Na+]. (4) Given the product [CH2:1]([O:8][C:9]([N:11]1[CH2:16][CH2:15][C:14]2([CH2:17][C:18](=[O:19])[O:22][CH2:21][CH2:20]2)[CH2:13][CH2:12]1)=[O:10])[C:2]1[CH:7]=[CH:6][CH:5]=[CH:4][CH:3]=1, predict the reactants needed to synthesize it. The reactants are: [CH2:1]([O:8][C:9]([N:11]1[CH2:16][CH2:15][C:14]([CH2:20][CH2:21][OH:22])([CH2:17][CH2:18][OH:19])[CH2:13][CH2:12]1)=[O:10])[C:2]1[CH:7]=[CH:6][CH:5]=[CH:4][CH:3]=1.C[N+]1([O-])CCOCC1. (5) Given the product [Cl:19][C:20]1[CH:21]=[C:22]([NH:26][C:27]2[N:29]=[C:8]([C:5]3[CH:6]=[N:7][C:2]([Cl:1])=[CH:3][CH:4]=3)[CH:9]=[CH:10][N:28]=2)[CH:23]=[CH:24][CH:25]=1, predict the reactants needed to synthesize it. The reactants are: [Cl:1][C:2]1[N:7]=[CH:6][C:5]([C:8](=O)[CH:9]=[CH:10]N(C)C)=[CH:4][CH:3]=1.[N+]([O-])(O)=O.[Cl:19][C:20]1[CH:21]=[C:22]([NH:26][C:27]([NH2:29])=[NH:28])[CH:23]=[CH:24][CH:25]=1.[OH-].[Na+]. (6) Given the product [Br:1][C:2]1[CH:7]=[CH:6][C:5]([S:11][CH3:10])=[CH:4][C:3]=1[Cl:9], predict the reactants needed to synthesize it. The reactants are: [Br:1][C:2]1[CH:7]=[CH:6][C:5](F)=[CH:4][C:3]=1[Cl:9].[CH3:10][S-:11].[Na+].O. (7) Given the product [CH3:1][O:2][C:3](=[O:25])[CH:4]([OH:5])[C:6]1[C:15]2[C:10](=[CH:11][CH:12]=[CH:13][CH:14]=2)[C:9]([O:16][CH2:17][CH2:18][N:19]2[CH2:20][CH2:21][O:22][CH2:23][CH2:24]2)=[CH:8][CH:7]=1, predict the reactants needed to synthesize it. The reactants are: [CH3:1][O:2][C:3](=[O:25])[C:4]([C:6]1[C:15]2[C:10](=[CH:11][CH:12]=[CH:13][CH:14]=2)[C:9]([O:16][CH2:17][CH2:18][N:19]2[CH2:24][CH2:23][O:22][CH2:21][CH2:20]2)=[CH:8][CH:7]=1)=[O:5]. (8) Given the product [C:7]([O:27][C:25]([NH:24][C:19]1[CH:18]=[C:17]2[C:22]([CH2:23][CH:14]([C:12]3[NH:11][C:3]4[CH:4]=[CH:5][CH:6]=[C:7]([C:8](=[O:10])[NH2:9])[C:2]=4[N:1]=3)[N:15]([C:32]([O:34][C:17]([CH3:22])([CH3:18])[CH3:16])=[O:33])[CH2:16]2)=[CH:21][CH:20]=1)=[O:26])([CH3:8])([CH3:2])[CH3:6], predict the reactants needed to synthesize it. The reactants are: [NH2:1][C:2]1[C:7]([C:8](=[O:10])[NH2:9])=[CH:6][CH:5]=[CH:4][C:3]=1[NH:11][C:12]([CH:14]1[CH2:23][C:22]2[C:17](=[CH:18][C:19]([NH:24][C:25]([O:27]C(C)(C)C)=[O:26])=[CH:20][CH:21]=2)[CH2:16][N:15]1[C:32]([O:34]C(C)(C)C)=[O:33])=O. (9) Given the product [CH3:1][C:2]1([CH3:25])[CH2:3][CH2:4][CH2:5][CH:6]1[C:7]1[CH:12]=[C:11]([C:13]([O:15][CH3:16])=[O:14])[CH:10]=[CH:9][C:8]=1[C:17]1[CH:22]=[CH:21][CH:20]=[C:19]([O:23][CH3:24])[CH:18]=1, predict the reactants needed to synthesize it. The reactants are: [CH3:1][C:2]1([CH3:25])[C:6]([C:7]2[CH:12]=[C:11]([C:13]([O:15][CH3:16])=[O:14])[CH:10]=[CH:9][C:8]=2[C:17]2[CH:22]=[CH:21][CH:20]=[C:19]([O:23][CH3:24])[CH:18]=2)=[CH:5][CH2:4][CH2:3]1.